This data is from Forward reaction prediction with 1.9M reactions from USPTO patents (1976-2016). The task is: Predict the product of the given reaction. (1) Given the reactants [CH2:1]([O:5][CH2:6][CH2:7][O:8][C:9]1[CH:14]=[CH:13][C:12]([C:15]2[CH:16]=[CH:17][C:18]3[N:24]([CH2:25][CH:26]([CH3:28])[CH3:27])[CH2:23][CH2:22][C:21]([C:29]([NH:31][C:32]4[CH:33]=[CH:34][C:35]5[N:39]=[C:38]([S:40][CH2:41][C:42]6[N:46]([CH2:47][CH2:48][CH3:49])[CH:45]=[N:44][CH:43]=6)[N:37]([CH3:50])[C:36]=5[CH:51]=4)=[O:30])=[CH:20][C:19]=3[CH:52]=2)=[CH:11][CH:10]=1)[CH2:2][CH2:3][CH3:4].ClC1C=CC=C(C(OO)=[O:61])C=1.CSC.O, predict the reaction product. The product is: [CH2:1]([O:5][CH2:6][CH2:7][O:8][C:9]1[CH:10]=[CH:11][C:12]([C:15]2[CH:16]=[CH:17][C:18]3[N:24]([CH2:25][CH:26]([CH3:27])[CH3:28])[CH2:23][CH2:22][C:21]([C:29]([NH:31][C:32]4[CH:33]=[CH:34][C:35]5[N:39]=[C:38]([S:40]([CH2:41][C:42]6[N:46]([CH2:47][CH2:48][CH3:49])[CH:45]=[N:44][CH:43]=6)=[O:61])[N:37]([CH3:50])[C:36]=5[CH:51]=4)=[O:30])=[CH:20][C:19]=3[CH:52]=2)=[CH:13][CH:14]=1)[CH2:2][CH2:3][CH3:4]. (2) Given the reactants [CH2:1]([N:8]1[C:16]2[C:11](=[CH:12][CH:13]=[CH:14][CH:15]=2)[C:10]([O:17][C:18]2[O:22][C:21]([CH:23]=O)=[CH:20][CH:19]=2)=[N:9]1)[C:2]1[CH:7]=[CH:6][CH:5]=[CH:4][CH:3]=1.[Cl:25][C:26]1[N:27]=[N:28][C:29]([NH:32][NH2:33])=[CH:30][CH:31]=1, predict the reaction product. The product is: [Cl:25][C:26]1[N:27]=[N:28][C:29]([NH:32][N:33]=[CH:23][C:21]2[O:22][C:18]([O:17][C:10]3[C:11]4[C:16](=[CH:15][CH:14]=[CH:13][CH:12]=4)[N:8]([CH2:1][C:2]4[CH:3]=[CH:4][CH:5]=[CH:6][CH:7]=4)[N:9]=3)=[CH:19][CH:20]=2)=[CH:30][CH:31]=1. (3) Given the reactants [Cl:1][C:2]1[CH:3]=[C:4]([CH:13]=[C:14]([Cl:16])[CH:15]=1)[O:5][CH:6]([CH2:10][O:11][CH3:12])[C:7]([OH:9])=O.C(Cl)(=O)C(Cl)=O.ClC1C=C(C(COC)C(Cl)=O)C=C(Cl)C=1.Cl.[NH2:39][C:40]([CH3:45])([CH3:44])[C:41]#[C:42][CH3:43].Cl, predict the reaction product. The product is: [Cl:16][C:14]1[CH:13]=[C:4]([CH:3]=[C:2]([Cl:1])[CH:15]=1)[O:5][CH:6]([CH2:10][O:11][CH3:12])[C:7]([NH:39][C:40]([CH3:45])([CH3:44])[C:41]#[C:42][CH3:43])=[O:9].